The task is: Regression. Given a peptide amino acid sequence and an MHC pseudo amino acid sequence, predict their binding affinity value. This is MHC class I binding data.. This data is from Peptide-MHC class I binding affinity with 185,985 pairs from IEDB/IMGT. (1) The peptide sequence is MNYYWTLL. The MHC is H-2-Kb with pseudo-sequence H-2-Kb. The binding affinity (normalized) is 0.649. (2) The peptide sequence is LVGSSGLSR. The MHC is Patr-A0301 with pseudo-sequence Patr-A0301. The binding affinity (normalized) is 0.129. (3) The peptide sequence is EVIPMFSAL. The MHC is HLA-A02:03 with pseudo-sequence HLA-A02:03. The binding affinity (normalized) is 0.392. (4) The peptide sequence is IRFPKTFGS. The MHC is Mamu-B17 with pseudo-sequence Mamu-B17. The binding affinity (normalized) is 0.0743. (5) The peptide sequence is RRNRKALWL. The MHC is HLA-B15:17 with pseudo-sequence HLA-B15:17. The binding affinity (normalized) is 0.0847. (6) The peptide sequence is EELSTLYEAL. The MHC is HLA-B44:02 with pseudo-sequence HLA-B44:02. The binding affinity (normalized) is 0.302. (7) The peptide sequence is ITIPIGLYL. The MHC is HLA-A01:01 with pseudo-sequence HLA-A01:01. The binding affinity (normalized) is 0.0847. (8) The peptide sequence is IMFKDDNIIM. The MHC is HLA-A02:01 with pseudo-sequence HLA-A02:01. The binding affinity (normalized) is 0.543. (9) The peptide sequence is SEGATPQDL. The MHC is HLA-A68:02 with pseudo-sequence HLA-A68:02. The binding affinity (normalized) is 0. (10) The peptide sequence is RQFVSNNGK. The MHC is HLA-A24:03 with pseudo-sequence HLA-A24:03. The binding affinity (normalized) is 0.272.